This data is from Forward reaction prediction with 1.9M reactions from USPTO patents (1976-2016). The task is: Predict the product of the given reaction. (1) Given the reactants C(OC(=O)N[C@@H]1CCCC[C@@H]1N[C:15]1[N:16]=[CH:17][C:18]2[S:23][CH:22]=[C:21]([C:24](=[O:37])[NH:25][C:26]3[C:34]4[C:29](=[CH:30][C:31]([F:35])=[CH:32][CH:33]=4)[N:28]([CH3:36])[N:27]=3)[C:19]=2[N:20]=1)(C)(C)C.[C:39]([OH:45])([C:41]([F:44])([F:43])[F:42])=[O:40], predict the reaction product. The product is: [F:42][C:41]([F:44])([F:43])[C:39]([OH:45])=[O:40].[F:35][C:31]1[CH:30]=[C:29]2[C:34]([C:26]([NH:25][C:24]([C:21]3[C:19]4[N:20]=[CH:15][N:16]=[CH:17][C:18]=4[S:23][CH:22]=3)=[O:37])=[N:27][N:28]2[CH3:36])=[CH:33][CH:32]=1. (2) Given the reactants [C:1]1([C:7]2[N:8]([C:12]3[CH:17]=[CH:16][N:15]=[C:14]([NH:18][C:19]4[CH:20]=[N:21][CH:22]=[CH:23][CH:24]=4)[N:13]=3)[CH:9]=[CH:10][N:11]=2)[CH:6]=[CH:5][CH:4]=[CH:3][CH:2]=1.[OH:25]O, predict the reaction product. The product is: [O-:25][N+:21]1[CH:22]=[CH:23][CH:24]=[C:19]([NH:18][C:14]2[N:13]=[C:12]([N:8]3[CH:9]=[CH:10][N:11]=[C:7]3[C:1]3[CH:2]=[CH:3][CH:4]=[CH:5][CH:6]=3)[CH:17]=[CH:16][N:15]=2)[CH:20]=1. (3) Given the reactants [Cl:1][C:2]1[CH:3]=[C:4]([C:8]2[N:17]([CH2:18][C:19]([NH:21][CH:22]([CH3:24])[CH3:23])=[O:20])[C:16](=[O:25])[C:15]3[C:10](=[CH:11][CH:12]=[C:13](I)[CH:14]=3)[N:9]=2)[CH:5]=[CH:6][CH:7]=1.[CH2:27]([OH:31])[CH2:28][CH:29]=[CH2:30].C(N(CC)CC)C.C1(P(C2C=CC=CC=2)C2C=CC=CC=2)C=CC=CC=1, predict the reaction product. The product is: [Cl:1][C:2]1[CH:3]=[C:4]([C:8]2[N:17]([CH2:18][C:19]([NH:21][CH:22]([CH3:24])[CH3:23])=[O:20])[C:16](=[O:25])[C:15]3[C:10](=[CH:11][CH:12]=[C:13]([CH:30]=[CH:29][CH2:28][CH2:27][OH:31])[CH:14]=3)[N:9]=2)[CH:5]=[CH:6][CH:7]=1.